From a dataset of Forward reaction prediction with 1.9M reactions from USPTO patents (1976-2016). Predict the product of the given reaction. Given the reactants [F:1][C:2]1[CH:7]=[CH:6][C:5]([C:8]2[O:24][C:11]3=[N:12][C:13]([NH:19][S:20]([CH3:23])(=[O:22])=[O:21])=[C:14]([C:16]([CH3:18])=[CH2:17])[CH:15]=[C:10]3[C:9]=2[C:25]([NH:27][CH3:28])=[O:26])=[CH:4][CH:3]=1.I[CH2:30][C@@H:31]([O:34][CH2:35][C:36]1[CH:41]=[CH:40][CH:39]=[CH:38][CH:37]=1)[CH:32]=[CH2:33].C(=O)([O-])[O-].[Cs+].[Cs+], predict the reaction product. The product is: [CH2:35]([O:34][C@@H:31]([CH:32]=[CH2:33])[CH2:30][N:19]([C:13]1[N:12]=[C:11]2[O:24][C:8]([C:5]3[CH:6]=[CH:7][C:2]([F:1])=[CH:3][CH:4]=3)=[C:9]([C:25]([NH:27][CH3:28])=[O:26])[C:10]2=[CH:15][C:14]=1[C:16]([CH3:18])=[CH2:17])[S:20]([CH3:23])(=[O:21])=[O:22])[C:36]1[CH:41]=[CH:40][CH:39]=[CH:38][CH:37]=1.